This data is from Full USPTO retrosynthesis dataset with 1.9M reactions from patents (1976-2016). The task is: Predict the reactants needed to synthesize the given product. (1) Given the product [CH3:27][Si:2]([CH3:1])([CH3:26])[CH2:3][CH2:4][O:5][C:6](=[O:25])[NH:7][C:8]1[CH:9]=[C:10]([NH2:24])[C:11]([C:49]2[CH:48]=[CH:47][CH:46]=[C:45]([S:42]([C:40]3[CH:41]=[C:37]([C:35]([NH:34][C:33]([O:32][C:28]([CH3:29])([CH3:30])[CH3:31])=[O:54])=[NH:36])[S:38][C:39]=3[S:52][CH3:53])(=[O:43])=[O:44])[CH:50]=2)=[C:12]([CH3:14])[CH:13]=1, predict the reactants needed to synthesize it. The reactants are: [CH3:1][Si:2]([CH3:27])([CH3:26])[CH2:3][CH2:4][O:5][C:6](=[O:25])[NH:7][C:8]1[CH:13]=[C:12]([CH3:14])[C:11](B2OC(C)(C)C(C)(C)O2)=[C:10]([NH2:24])[CH:9]=1.[C:28]([O:32][C:33](=[O:54])[NH:34][C:35]([C:37]1[S:38][C:39]([S:52][CH3:53])=[C:40]([S:42]([C:45]2[CH:50]=[CH:49][CH:48]=[C:47](Br)[CH:46]=2)(=[O:44])=[O:43])[CH:41]=1)=[NH:36])([CH3:31])([CH3:30])[CH3:29].C([O-])([O-])=O.[Na+].[Na+].C(O)C. (2) Given the product [CH2:1]1[C@@H:6]([C:7]#[N:8])[N:5]([C:9]([C@@H:11]([NH2:23])[C:12]23[CH2:21][C:19]4([OH:22])[CH2:20][CH:14]([CH2:15][CH:16]([CH2:18]4)[CH2:17]2)[CH2:13]3)=[O:10])[C@@H:4]2[C@H:2]1[CH2:3]2.[C:24](=[O:29])([OH:26])[O-:25], predict the reactants needed to synthesize it. The reactants are: [CH2:1]1[C@@H:6]([C:7]#[N:8])[N:5]([C:9]([C@@H:11]([NH2:23])[C:12]23[CH2:21][C:19]4([OH:22])[CH2:20][CH:14]([CH2:15][CH:16]([CH2:18]4)[CH2:17]2)[CH2:13]3)=[O:10])[C@@H:4]2[C@H:2]1[CH2:3]2.[C:24](=[O:26])=[O:25].C(OCC)(=[O:29])C. (3) Given the product [CH3:1][C:2]1[O:6][N:5]=[C:4]([CH3:7])[C:3]=1[C:8]1[CH:20]=[N:19][C:18]2[C:17]3[CH:16]=[CH:15][C:14]([C:21]([O:23][CH3:24])=[O:22])=[CH:13][C:12]=3[N:11]([C@H:30]([C:37]3[CH:38]=[CH:39][C:40]([F:43])=[CH:41][CH:42]=3)[CH:31]3[CH2:36][CH2:35][O:34][CH2:33][CH2:32]3)[C:10]=2[CH:9]=1, predict the reactants needed to synthesize it. The reactants are: [CH3:1][C:2]1[O:6][N:5]=[C:4]([CH3:7])[C:3]=1[C:8]1[CH:20]=[N:19][C:18]2[C:17]3[CH:16]=[CH:15][C:14]([C:21]([O:23][CH3:24])=[O:22])=[CH:13][C:12]=3[NH:11][C:10]=2[CH:9]=1.CS(O[C@@H:30]([C:37]1[CH:42]=[CH:41][C:40]([F:43])=[CH:39][CH:38]=1)[CH:31]1[CH2:36][CH2:35][O:34][CH2:33][CH2:32]1)(=O)=O.C(O)(C(F)(F)F)=O. (4) Given the product [C:1]([O:5][C:6]([N:8]([CH2:31][C@@H:32]([C:33]1[CH:38]=[CH:37][CH:36]=[C:35]([Cl:39])[CH:34]=1)[OH:40])[C@H:9]([CH3:30])[CH2:10][C:11]1[CH:16]=[CH:15][C:14]([S:17]([C:20]2[CH:28]=[CH:27][C:26]([S:49][CH3:48])=[CH:25][C:21]=2[C:22]([OH:24])=[O:23])(=[O:18])=[O:19])=[CH:13][CH:12]=1)=[O:7])([CH3:4])([CH3:3])[CH3:2], predict the reactants needed to synthesize it. The reactants are: [C:1]([O:5][C:6]([N:8]([CH2:31][C@H:32]([O:40][Si](C(C)(C)C)(C)C)[C:33]1[CH:38]=[CH:37][CH:36]=[C:35]([Cl:39])[CH:34]=1)[C@H:9]([CH3:30])[CH2:10][C:11]1[CH:16]=[CH:15][C:14]([S:17]([C:20]2[CH:28]=[CH:27][C:26](F)=[CH:25][C:21]=2[C:22]([OH:24])=[O:23])(=[O:19])=[O:18])=[CH:13][CH:12]=1)=[O:7])([CH3:4])([CH3:3])[CH3:2].[CH3:48][S-:49].[Na+].Cl. (5) The reactants are: [H-].[Na+].[CH2:3]([O:10][C:11]1[CH:16]=[CH:15][C:14]([OH:17])=[CH:13][CH:12]=1)[C:4]1[CH:9]=[CH:8][CH:7]=[CH:6][CH:5]=1.[Cl:18][C:19]1[N:24]=[C:23](Cl)[CH:22]=[CH:21][N:20]=1. Given the product [CH2:3]([O:10][C:11]1[CH:12]=[CH:13][C:14]([O:17][C:21]2[CH:22]=[CH:23][N:24]=[C:19]([Cl:18])[N:20]=2)=[CH:15][CH:16]=1)[C:4]1[CH:5]=[CH:6][CH:7]=[CH:8][CH:9]=1, predict the reactants needed to synthesize it.